Dataset: Forward reaction prediction with 1.9M reactions from USPTO patents (1976-2016). Task: Predict the product of the given reaction. (1) Given the reactants Br[C:2]1[CH:3]=[C:4]2[CH:10]=[CH:9][NH:8][C:5]2=[N:6][CH:7]=1.[N:11]1([C:17]([C:19]2[CH:20]=[C:21](B(O)O)[CH:22]=[CH:23][CH:24]=2)=[O:18])[CH2:16][CH2:15][O:14][CH2:13][CH2:12]1.C(=O)(O)[O-].[Na+], predict the reaction product. The product is: [NH:8]1[C:5]2=[N:6][CH:7]=[C:2]([C:23]3[CH:24]=[C:19]([C:17]([N:11]4[CH2:16][CH2:15][O:14][CH2:13][CH2:12]4)=[O:18])[CH:20]=[CH:21][CH:22]=3)[CH:3]=[C:4]2[CH:10]=[CH:9]1. (2) Given the reactants [CH3:1][O:2][C:3]1[CH:4]=[C:5]2[C:10](=[CH:11][CH:12]=1)[NH:9][CH2:8][CH2:7][CH2:6]2.[Br-:13].[Br-].[Br-].[NH+]1C=CC=CC=1.[NH+]1C=CC=CC=1.[NH+]1C=CC=CC=1, predict the reaction product. The product is: [Br:13][C:11]1[CH:12]=[C:3]([O:2][CH3:1])[CH:4]=[C:5]2[C:10]=1[NH:9][CH2:8][CH2:7][CH2:6]2. (3) Given the reactants [Cl:1][C:2]1[N:7]=[C:6]([C:8]([OH:10])=O)[C:5]([CH3:11])=[CH:4][C:3]=1[C:12]1[CH:17]=[CH:16][CH:15]=[C:14]([C:18]([F:21])([F:20])[F:19])[CH:13]=1.COC(C1C(C)=CC(C2C=CC=C(C(F)(F)F)C=2)=C(Cl)N=1)=O.CC1C(C(O)=O)=NC=C(C2C=CC=C(C(F)(F)F)C=2)C=1.[N:64]1([CH:69]2[CH2:74][CH2:73][NH:72][CH2:71][CH2:70]2)[CH2:68][CH2:67][CH2:66][CH2:65]1, predict the reaction product. The product is: [Cl:1][C:2]1[N:7]=[C:6]([C:8]([N:72]2[CH2:73][CH2:74][CH:69]([N:64]3[CH2:68][CH2:67][CH2:66][CH2:65]3)[CH2:70][CH2:71]2)=[O:10])[C:5]([CH3:11])=[CH:4][C:3]=1[C:12]1[CH:17]=[CH:16][CH:15]=[C:14]([C:18]([F:21])([F:20])[F:19])[CH:13]=1. (4) Given the reactants O=[C:2]1[CH:9]2[CH2:10][C:5]3([C:12]([NH:14][C@H:15]4[CH2:20][CH2:19][CH2:18][N:17]([C:21]([O:23][CH2:24][C:25]5[CH:30]=[CH:29][CH:28]=[CH:27][CH:26]=5)=[O:22])[CH2:16]4)=[O:13])[CH2:6][CH:7]([CH2:11][CH:3]1[CH2:4]3)[CH2:8]2.[NH2:31][OH:32], predict the reaction product. The product is: [OH:32][N:31]=[C:2]1[CH:3]2[CH2:4][C:5]3([C:12]([NH:14][C@H:15]4[CH2:20][CH2:19][CH2:18][N:17]([C:21]([O:23][CH2:24][C:25]5[CH:30]=[CH:29][CH:28]=[CH:27][CH:26]=5)=[O:22])[CH2:16]4)=[O:13])[CH2:6][CH:7]([CH2:8][CH:9]1[CH2:10]3)[CH2:11]2. (5) Given the reactants [C:1]([OH:6])(=[O:5])[C:2]([CH3:4])=[CH2:3].[H-].[Na+].Br[CH2:10][CH2:11][CH2:12][O:13][C:14]([CH:16]1[CH2:21][CH2:20][CH:19]([CH:22]2[CH2:27][CH2:26][CH:25]([CH2:28][CH2:29][CH2:30][CH2:31][CH3:32])[CH2:24][CH2:23]2)[CH2:18][CH2:17]1)=[O:15].O, predict the reaction product. The product is: [CH3:3][C:2](=[CH2:4])[C:1]([O:6][CH2:10][CH2:11][CH2:12][O:13][C:14]([CH:16]1[CH2:21][CH2:20][CH:19]([CH:22]2[CH2:23][CH2:24][CH:25]([CH2:28][CH2:29][CH2:30][CH2:31][CH3:32])[CH2:26][CH2:27]2)[CH2:18][CH2:17]1)=[O:15])=[O:5]. (6) The product is: [CH3:19][O:18][C:14]1[CH:13]=[C:12]2[C:17]([C:8]([O:7][CH:5]3[CH2:4][NH:3][CH:2]([C:40]([NH2:50])=[O:42])[CH2:6]3)=[CH:9][C:10]([N:20]3[CH:24]=[CH:23][CH:22]=[N:21]3)=[N:11]2)=[CH:16][CH:15]=1. Given the reactants C[C@@:2]1([C:40]([OH:42])=O)[CH2:6][C@@H:5]([O:7][C:8]2[C:17]3[C:12](=[CH:13][C:14]([O:18][CH3:19])=[CH:15][CH:16]=3)[N:11]=[C:10]([N:20]3[CH:24]=[CH:23][CH:22]=[N:21]3)[CH:9]=2)[CH2:4][N:3]1C(=O)[C@@H](NC(NC(C)(C)C)=O)C(C)(C)C.FC(F)(F)C(O)=O.[NH2:50][C@@H](CCC)C(O)C(NC1CC1)=O.F[P-](F)(F)(F)(F)F.N1(OC(N(C)C)=[N+](C)C)C2N=CC=CC=2N=N1.C(N(C(C)C)CC)(C)C.CC(OI1(OC(C)=O)(OC(C)=O)OC(=O)C2C=CC=CC1=2)=O, predict the reaction product.